This data is from Catalyst prediction with 721,799 reactions and 888 catalyst types from USPTO. The task is: Predict which catalyst facilitates the given reaction. (1) Reactant: Cl.[CH3:2][NH2:3].C([O-])(=O)C.[K+].[Cl:9][C:10]1[CH:15]=[CH:14][C:13]([S:16]([CH2:19][CH2:20][C:21](Cl)=[O:22])(=[O:18])=[O:17])=[CH:12][CH:11]=1. Product: [Cl:9][C:10]1[CH:15]=[CH:14][C:13]([S:16]([CH2:19][CH2:20][C:21]([NH:3][CH3:2])=[O:22])(=[O:18])=[O:17])=[CH:12][CH:11]=1. The catalyst class is: 90. (2) Reactant: [CH3:1][O:2][C:3]1[CH:8]=[CH:7][C:6]([C:9](=[O:18])[CH2:10][S:11][CH2:12][C:13]([O:15][CH2:16][CH3:17])=[O:14])=[CH:5][CH:4]=1.[CH3:19][C:20]([CH3:25])([CH2:23]O)[CH2:21][OH:22].C1(C)C=CC(S(O)(=O)=O)=CC=1. Product: [CH3:1][O:2][C:3]1[CH:8]=[CH:7][C:6]([C:9]2([CH2:10][S:11][CH2:12][C:13]([O:15][CH2:16][CH3:17])=[O:14])[O:22][CH2:21][C:20]([CH3:25])([CH3:23])[CH2:19][O:18]2)=[CH:5][CH:4]=1. The catalyst class is: 48. (3) Reactant: [CH3:1][O:2][C:3]1[CH:30]=[CH:29][C:6]([CH2:7][N:8]2[C:13]3[N:14]=[CH:15][C:16]([CH2:18][N:19]4[CH2:24][CH2:23][NH:22][CH2:21][CH2:20]4)=[CH:17][C:12]=3[C:11]3=[N:25][CH:26]=[N:27][N:10]3[C:9]2=[O:28])=[CH:5][CH:4]=1.C(N(CC)CC)C.[CH3:38][S:39](Cl)(=[O:41])=[O:40]. Product: [CH3:1][O:2][C:3]1[CH:4]=[CH:5][C:6]([CH2:7][N:8]2[C:13]3[N:14]=[CH:15][C:16]([CH2:18][N:19]4[CH2:24][CH2:23][N:22]([S:39]([CH3:38])(=[O:41])=[O:40])[CH2:21][CH2:20]4)=[CH:17][C:12]=3[C:11]3=[N:25][CH:26]=[N:27][N:10]3[C:9]2=[O:28])=[CH:29][CH:30]=1. The catalyst class is: 10. (4) Reactant: [C:1]([NH:4][C:5]1[S:6][CH:7]=[C:8]([CH2:10][CH2:11][C:12]2[CH:30]=[CH:29][C:15]([CH2:16][NH:17][C:18]([NH:20][NH:21]C(OC(C)(C)C)=O)=[O:19])=[CH:14][CH:13]=2)[N:9]=1)(=[O:3])[CH3:2].O1CCOCC1.[ClH:37]. Product: [ClH:37].[C:1]([NH:4][C:5]1[S:6][CH:7]=[C:8]([CH2:10][CH2:11][C:12]2[CH:30]=[CH:29][C:15]([CH2:16][NH:17][C:18]([NH:20][NH2:21])=[O:19])=[CH:14][CH:13]=2)[N:9]=1)(=[O:3])[CH3:2]. The catalyst class is: 4. (5) Reactant: C(O)(C(F)(F)F)=O.[Cl:8][C:9]1[CH:14]=[CH:13][CH:12]=[CH:11][C:10]=1[C:15]1[N:24]([CH:25]2[CH2:30][CH2:29][N:28](C(OC(C)(C)C)=O)[CH2:27][CH2:26]2)[C:18]2=[N:19][C:20]([CH3:23])=[CH:21][CH:22]=[C:17]2[N:16]=1.C([O-])(O)=O.[Na+]. Product: [Cl:8][C:9]1[CH:14]=[CH:13][CH:12]=[CH:11][C:10]=1[C:15]1[N:24]([CH:25]2[CH2:26][CH2:27][NH:28][CH2:29][CH2:30]2)[C:18]2=[N:19][C:20]([CH3:23])=[CH:21][CH:22]=[C:17]2[N:16]=1. The catalyst class is: 2. (6) Reactant: CN(C(ON1N=NC2C=CC=NC1=2)=[N+](C)C)C.F[P-](F)(F)(F)(F)F.CCN(C(C)C)C(C)C.[C:34](O)(=[O:36])[CH3:35].[C:38]([C:40]1[C:45]([CH3:46])=[CH:44][CH:43]=[CH:42][C:41]=1[C:47]1[CH:48]=[CH:49][C:50](/[CH:53]=[CH:54]/[C@@H:55]2[C@H:63]3[C@:59]([C:66]([NH:68][NH2:69])=[O:67])([C:60](=[O:65])[O:61][C@@H:62]3[CH3:64])[CH2:58][C:57]([F:71])([F:70])[C@H:56]2[CH3:72])=[N:51][CH:52]=1)#[N:39]. Product: [C:34]([N:68]([C:66]([C@@:59]12[CH2:58][C:57]([F:70])([F:71])[C@@H:56]([CH3:72])[C@H:55](/[CH:54]=[CH:53]/[C:50]3[CH:49]=[CH:48][C:47]([C:41]4[CH:42]=[CH:43][CH:44]=[C:45]([CH3:46])[C:40]=4[C:38]#[N:39])=[CH:52][N:51]=3)[C@@H:63]1[C@@H:62]([CH3:64])[O:61][C:60]2=[O:65])=[O:67])[NH2:69])(=[O:36])[CH3:35]. The catalyst class is: 31. (7) Reactant: [O:1]1[CH2:6][CH2:5][CH2:4][CH2:3][CH:2]1[O:7][NH:8][C:9]([C:11]1[CH:12]=[N:13][C:14]([N:17]2[CH2:29][CH2:28][C:27]3[C:26]4[C:21](=[CH:22][CH:23]=[CH:24][CH:25]=4)[NH:20][C:19]=3[CH2:18]2)=[N:15][CH:16]=1)=[O:10].[H-].[Na+].[C:32](Cl)(=[O:34])[CH3:33]. Product: [O:1]1[CH2:6][CH2:5][CH2:4][CH2:3][CH:2]1[O:7][NH:8][C:9]([C:11]1[CH:12]=[N:13][C:14]([N:17]2[CH2:29][CH2:28][C:27]3[C:26]4[C:21](=[CH:22][CH:23]=[CH:24][CH:25]=4)[N:20]([C:32](=[O:34])[CH3:33])[C:19]=3[CH2:18]2)=[N:15][CH:16]=1)=[O:10]. The catalyst class is: 3.